From a dataset of Catalyst prediction with 721,799 reactions and 888 catalyst types from USPTO. Predict which catalyst facilitates the given reaction. The catalyst class is: 3. Reactant: [CH2:1]([O:8][C:9]1[CH:14]=[CH:13][C:12]([OH:15])=[CH:11][CH:10]=1)[C:2]1[CH:7]=[CH:6][CH:5]=[CH:4][CH:3]=1.C(=O)([O-])[O-].[Cs+].[Cs+].FC(F)(F)S(O[CH2:28][C:29]([F:32])([F:31])[F:30])(=O)=O. Product: [F:30][C:29]([F:32])([F:31])[CH2:28][O:15][C:12]1[CH:11]=[CH:10][C:9]([O:8][CH2:1][C:2]2[CH:3]=[CH:4][CH:5]=[CH:6][CH:7]=2)=[CH:14][CH:13]=1.